Dataset: Forward reaction prediction with 1.9M reactions from USPTO patents (1976-2016). Task: Predict the product of the given reaction. The product is: [F:11][C:12]([F:33])([C:23]([F:31])([F:32])[C:24]([F:30])([F:29])[C:25]([F:26])([F:27])[F:28])[CH2:13][CH2:14][C:15]1[CH:16]=[CH:17][C:18]([CH:21]=[O:22])=[CH:19][CH:20]=1. Given the reactants C(Cl)(=O)C(Cl)=O.CS(C)=O.[F:11][C:12]([F:33])([C:23]([F:32])([F:31])[C:24]([F:30])([F:29])[C:25]([F:28])([F:27])[F:26])[CH2:13][CH2:14][C:15]1[CH:20]=[CH:19][C:18]([CH2:21][OH:22])=[CH:17][CH:16]=1.C(N(CC)CC)C.C(=O)(O)[O-].[Na+], predict the reaction product.